This data is from Catalyst prediction with 721,799 reactions and 888 catalyst types from USPTO. The task is: Predict which catalyst facilitates the given reaction. (1) Reactant: [F:1][C:2]([F:15])([F:14])[O:3][C:4]1[CH:9]=[CH:8][C:7]([S:10](Cl)(=[O:12])=[O:11])=[CH:6][CH:5]=1.Cl.O.[NH:18]1[CH2:23][CH2:22][C:21](=[O:24])[CH2:20][CH2:19]1.C(N(CC)C(C)C)(C)C. Product: [F:1][C:2]([F:15])([F:14])[O:3][C:4]1[CH:9]=[CH:8][C:7]([S:10]([N:18]2[CH2:23][CH2:22][C:21](=[O:24])[CH2:20][CH2:19]2)(=[O:12])=[O:11])=[CH:6][CH:5]=1. The catalyst class is: 2. (2) Reactant: Cl.[CH:2]1([C:5](=[NH:8])[O:6][CH3:7])[CH2:4][CH2:3]1.Cl.N[CH:11](CO)[C:12]([O:14][CH3:15])=[O:13].C(=O)(O)[O-].[Na+]. Product: [CH:2]1([C:5]2[O:6][CH2:7][CH:11]([C:12]([O:14][CH3:15])=[O:13])[N:8]=2)[CH2:4][CH2:3]1. The catalyst class is: 4. (3) Reactant: Cl.[N:2]12[CH2:9][CH2:8][CH:5]([CH2:6][CH2:7]1)[CH:4]([C:10]([OH:12])=[O:11])[CH2:3]2.C(Cl)CCl.C(N(CC)CC)C.C1C=CC2N(O)N=NC=2C=1.[CH:34]1[C:46]2[CH:45](O)[C:44]3[C:39](=[CH:40][CH:41]=[CH:42][CH:43]=3)[C:38]=2[CH:37]=[CH:36][CH:35]=1. Product: [N:2]12[CH2:9][CH2:8][CH:5]([CH2:6][CH2:7]1)[CH:4]([C:10]([O:12][CH:45]1[C:46]3[CH:34]=[CH:35][CH:36]=[CH:37][C:38]=3[C:39]3[C:44]1=[CH:43][CH:42]=[CH:41][CH:40]=3)=[O:11])[CH2:3]2. The catalyst class is: 1. (4) Reactant: Br[C:2]1[S:16][C:5]2=[N:6][C:7]([CH3:15])=[CH:8][C:9]([NH:10][S:11]([CH3:14])(=[O:13])=[O:12])=[C:4]2[C:3]=1[C:17]1[CH:22]=[CH:21][CH:20]=[C:19]([O:23][CH3:24])[CH:18]=1.[NH:25]1[CH:29]=[C:28](B(O)O)[CH:27]=[N:26]1.C(=O)([O-])[O-].[K+].[K+]. Product: [CH3:15][C:7]1[N:6]=[C:5]2[S:16][C:2]([C:28]3[CH:29]=[N:25][NH:26][CH:27]=3)=[C:3]([C:17]3[CH:22]=[CH:21][CH:20]=[C:19]([O:23][CH3:24])[CH:18]=3)[C:4]2=[C:9]([NH:10][S:11]([CH3:14])(=[O:13])=[O:12])[CH:8]=1. The catalyst class is: 70. (5) Reactant: [Cl:1]CCl.[Br:4][C:5]1[CH:6]=[CH:7][CH:8]=[C:9]2[C:13]=1[N:12]([CH3:14])[C:11]([C:15]([OH:17])=O)=[CH:10]2.C(Cl)(=O)C(Cl)=O. Product: [Br:4][C:5]1[CH:6]=[CH:7][CH:8]=[C:9]2[C:13]=1[N:12]([CH3:14])[C:11]([C:15]([Cl:1])=[O:17])=[CH:10]2. The catalyst class is: 9. (6) Reactant: [H-].[Na+].[Cl:3][C:4]1[CH:9]=[CH:8][CH:7]=[C:6]([Cl:10])[C:5]=1[C:11]1[C:15]([CH2:16][O:17][C:18]2[CH:19]=[C:20]3[C:24](=[CH:25][CH:26]=2)[NH:23][CH:22]=[CH:21]3)=[C:14]([CH:27]([CH3:29])[CH3:28])[O:13][N:12]=1.N1([C:35]([N:37]2[CH2:41][CH2:40][C@@H:39]([C:42]([O:44][CH3:45])=[O:43])[CH2:38]2)=[O:36])C=CN=C1. Product: [Cl:3][C:4]1[CH:9]=[CH:8][CH:7]=[C:6]([Cl:10])[C:5]=1[C:11]1[C:15]([CH2:16][O:17][C:18]2[CH:19]=[C:20]3[C:24](=[CH:25][CH:26]=2)[N:23]([C:35]([N:37]2[CH2:41][CH2:40][C@@H:39]([C:42]([O:44][CH3:45])=[O:43])[CH2:38]2)=[O:36])[CH:22]=[CH:21]3)=[C:14]([CH:27]([CH3:29])[CH3:28])[O:13][N:12]=1. The catalyst class is: 9. (7) Reactant: [O-]CC.[Na+].[CH3:5][O:6][C:7]1[CH:12]=[CH:11][C:10]([SH:13])=[CH:9][CH:8]=1.Br[CH2:15][CH:16]([O:19][CH3:20])[O:17][CH3:18]. Product: [CH3:18][O:17][CH:16]([O:19][CH3:20])[CH2:15][S:13][C:10]1[CH:11]=[CH:12][C:7]([O:6][CH3:5])=[CH:8][CH:9]=1. The catalyst class is: 8.